Dataset: Reaction yield outcomes from USPTO patents with 853,638 reactions. Task: Predict the reaction yield, written as a fraction of the theoretical maximum amount of product (1.0 means a 100% yield; for example, 0.34 means a 34% yield). (1) The reactants are [Li+].[OH-].[Cl:3][C:4]1[CH:32]=[CH:31][C:7]2[N:8]([C:18]([C:20]3[CH:21]=[CH:22][C:23]4[O:28][CH2:27][C:26](=[O:29])[NH:25][C:24]=4[CH:30]=3)=[O:19])[C@@H:9]([CH2:12][C:13]([O:15]CC)=[O:14])[CH2:10][O:11][C:6]=2[CH:5]=1.CCOC(C)=O. The catalyst is O.C1COCC1. The product is [Cl:3][C:4]1[CH:32]=[CH:31][C:7]2[N:8]([C:18]([C:20]3[CH:21]=[CH:22][C:23]4[O:28][CH2:27][C:26](=[O:29])[NH:25][C:24]=4[CH:30]=3)=[O:19])[C@@H:9]([CH2:12][C:13]([OH:15])=[O:14])[CH2:10][O:11][C:6]=2[CH:5]=1. The yield is 1.07. (2) The reactants are C(NC1C=CC(C2C=C3C(CN([C@@H](C(C)C)C(OC)=O)C3=O)=CC=2)=CC=1)(=O)C1C=CC=CC=1.[NH2:34][C:35]1[CH:40]=[CH:39][C:38]([C:41]2[CH:49]=[C:48]3[C:44]([CH2:45][N:46]([C@@H:51]([CH:56]([CH3:58])[CH3:57])[C:52]([O:54][CH3:55])=[O:53])[C:47]3=[O:50])=[CH:43][CH:42]=2)=[CH:37][CH:36]=1.[CH3:59][C:60]1[CH:68]=[C:67]([CH3:69])[CH:66]=[C:65]([CH3:70])[C:61]=1[C:62](Cl)=[O:63]. No catalyst specified. The product is [CH3:57][CH:56]([CH3:58])[C@H:51]([N:46]1[CH2:45][C:44]2[C:48](=[CH:49][C:41]([C:38]3[CH:37]=[CH:36][C:35]([NH:34][C:62](=[O:63])[C:61]4[C:65]([CH3:70])=[CH:66][C:67]([CH3:69])=[CH:68][C:60]=4[CH3:59])=[CH:40][CH:39]=3)=[CH:42][CH:43]=2)[C:47]1=[O:50])[C:52]([O:54][CH3:55])=[O:53]. The yield is 0.770.